Dataset: NCI-60 drug combinations with 297,098 pairs across 59 cell lines. Task: Regression. Given two drug SMILES strings and cell line genomic features, predict the synergy score measuring deviation from expected non-interaction effect. (1) Drug 1: CC12CCC3C(C1CCC2O)C(CC4=C3C=CC(=C4)O)CCCCCCCCCS(=O)CCCC(C(F)(F)F)(F)F. Drug 2: CC(C)CN1C=NC2=C1C3=CC=CC=C3N=C2N. Cell line: OVCAR-5. Synergy scores: CSS=-0.588, Synergy_ZIP=-0.975, Synergy_Bliss=-2.91, Synergy_Loewe=-4.38, Synergy_HSA=-2.24. (2) Drug 1: CC1=C2C(C(=O)C3(C(CC4C(C3C(C(C2(C)C)(CC1OC(=O)C(C(C5=CC=CC=C5)NC(=O)OC(C)(C)C)O)O)OC(=O)C6=CC=CC=C6)(CO4)OC(=O)C)OC)C)OC. Drug 2: C1CN(CCN1C(=O)CCBr)C(=O)CCBr. Cell line: UO-31. Synergy scores: CSS=43.6, Synergy_ZIP=2.09, Synergy_Bliss=2.34, Synergy_Loewe=-8.85, Synergy_HSA=4.51.